This data is from Forward reaction prediction with 1.9M reactions from USPTO patents (1976-2016). The task is: Predict the product of the given reaction. (1) Given the reactants [F:1][C:2]([F:13])([F:12])[O:3][C:4]1[CH:5]=[C:6]([CH2:10][NH2:11])[CH:7]=[CH:8][CH:9]=1.[F:14][C:15]([F:20])([F:19])[CH:16]1[O:18][CH2:17]1, predict the reaction product. The product is: [F:1][C:2]([F:12])([F:13])[O:3][C:4]1[CH:5]=[C:6]([CH2:10][NH:11][CH2:17][CH:16]([OH:18])[C:15]([F:20])([F:19])[F:14])[CH:7]=[CH:8][CH:9]=1. (2) Given the reactants C(OC([NH:8][C:9](=[O:20])[C@H:10]([CH2:12][C:13]1[CH:18]=[CH:17][C:16]([I:19])=[CH:15][CH:14]=1)[NH2:11])=O)(C)(C)C.C(O)(C(F)(F)F)=O, predict the reaction product. The product is: [I:19][C:16]1[CH:15]=[CH:14][C:13]([CH2:12][C@@H:10]([C:9]([NH2:8])=[O:20])[NH2:11])=[CH:18][CH:17]=1. (3) Given the reactants [OH:1][N:2]1[CH:6]=[CH:5][CH:4]=[N:3]1.[F:7][C:8]1[CH:15]=[CH:14][CH:13]=[C:12]([F:16])[C:9]=1[CH2:10]Br, predict the reaction product. The product is: [F:7][C:8]1[CH:15]=[CH:14][CH:13]=[C:12]([F:16])[C:9]=1[CH2:10][N:3]1[CH2:4][CH:5]=[CH:6][N:2]1[OH:1].